Predict the product of the given reaction. From a dataset of Forward reaction prediction with 1.9M reactions from USPTO patents (1976-2016). (1) Given the reactants C(O[C:4]([C:6]1[N:7]=[N:8][C:9]([O:12][CH2:13][C:14]2[C:15]([C:20]3[CH:25]=[CH:24][C:23]([F:26])=[CH:22][CH:21]=3)=[N:16][O:17][C:18]=2[CH3:19])=[CH:10][CH:11]=1)=[O:5])C.[NH:27]1[CH2:32][CH2:31][S:30][CH2:29][CH2:28]1, predict the reaction product. The product is: [F:26][C:23]1[CH:24]=[CH:25][C:20]([C:15]2[C:14]([CH2:13][O:12][C:9]3[N:8]=[N:7][C:6]([C:4]([N:27]4[CH2:32][CH2:31][S:30][CH2:29][CH2:28]4)=[O:5])=[CH:11][CH:10]=3)=[C:18]([CH3:19])[O:17][N:16]=2)=[CH:21][CH:22]=1. (2) Given the reactants [Cl:1][C:2]1[CH:13]=[C:6]2[C:7]([O:9][C:10](=[O:12])[NH:11][C:5]2=[CH:4][CH:3]=1)=[O:8].[C:14](=O)([O-])[O-].[Na+].[Na+].S(OC)(OC)(=O)=O.Cl, predict the reaction product. The product is: [Cl:1][C:2]1[CH:13]=[C:6]2[C:7]([O:9][C:10](=[O:12])[N:11]([CH3:14])[C:5]2=[CH:4][CH:3]=1)=[O:8]. (3) Given the reactants Br[C:2]1[CH:3]=[C:4]([CH:8]=[C:9]2[CH2:14][CH2:13][N:12]([C:15]([O:17][C:18]([CH3:21])([CH3:20])[CH3:19])=[O:16])[CH2:11][CH2:10]2)[CH:5]=[CH:6][CH:7]=1.C([O-])([O-])=O.[K+].[K+].O1[CH2:33][CH2:32]OCC1, predict the reaction product. The product is: [C:11]([C:10]1[CH:9]=[C:8]([C:2]2[CH:7]=[CH:6][CH:5]=[C:4]([CH:8]=[C:9]3[CH2:14][CH2:13][N:12]([C:15]([O:17][C:18]([CH3:21])([CH3:20])[CH3:19])=[O:16])[CH2:11][CH2:10]3)[CH:3]=2)[CH:4]=[CH:32][CH:33]=1)#[N:12]. (4) Given the reactants [C:1]([C:4]1[CH:9]=[CH:8][CH:7]=[C:6]([Br:10])[N:5]=1)(=O)[CH3:2].Cl.[NH2:12][OH:13], predict the reaction product. The product is: [Br:10][C:6]1[N:5]=[C:4](/[C:1](=[N:12]\[OH:13])/[CH3:2])[CH:9]=[CH:8][CH:7]=1. (5) The product is: [C:1]([O:26][CH:13]([C:20]1[CH:21]=[CH:22][CH:23]=[CH:24][CH:25]=1)[C:14]1[CH:19]=[CH:18][CH:17]=[CH:16][CH:15]=1)(=[O:3])[CH3:2]. Given the reactants [C:1](OC(=O)C)(=[O:3])[CH3:2].S(=O)(=O)(O)O.[CH:13]([OH:26])([C:20]1[CH:25]=[CH:24][CH:23]=[CH:22][CH:21]=1)[C:14]1[CH:19]=[CH:18][CH:17]=[CH:16][CH:15]=1, predict the reaction product. (6) Given the reactants [CH3:1][C:2]([O:8][C:9]1[CH:14]=[CH:13][CH:12]=[C:11]([N+:15]([O-])=O)[C:10]=1[CH3:18])([CH3:7])[C:3]([O:5][CH3:6])=[O:4].[ClH:19], predict the reaction product. The product is: [ClH:19].[NH2:15][C:11]1[C:10]([CH3:18])=[C:9]([CH:14]=[CH:13][CH:12]=1)[O:8][C:2]([CH3:7])([CH3:1])[C:3]([O:5][CH3:6])=[O:4]. (7) Given the reactants [Si:1]([O:8][C@H:9]([C:33]1[CH:34]=[N+:35]([O-])[CH:36]=[CH:37][CH:38]=1)[C@H:10]1[CH2:14][CH2:13][C@@H:12]([CH2:15][C:16]2[CH:21]=[CH:20][C:19]([C:22]([O:24][CH3:25])=[O:23])=[CH:18][CH:17]=2)[N:11]1[C:26]([O:28][C:29]([CH3:32])([CH3:31])[CH3:30])=[O:27])([C:4]([CH3:7])([CH3:6])[CH3:5])([CH3:3])[CH3:2].[C:40]([NH2:44])([CH3:43])([CH3:42])[CH3:41].C1(C)C=CC(S(OS(C2C=CC(C)=CC=2)(=O)=O)(=O)=O)=CC=1, predict the reaction product. The product is: [C:40]([NH:44][C:36]1[N:35]=[CH:34][C:33]([C@@H:9]([O:8][Si:1]([C:4]([CH3:7])([CH3:6])[CH3:5])([CH3:3])[CH3:2])[C@H:10]2[CH2:14][CH2:13][C@@H:12]([CH2:15][C:16]3[CH:21]=[CH:20][C:19]([C:22]([O:24][CH3:25])=[O:23])=[CH:18][CH:17]=3)[N:11]2[C:26]([O:28][C:29]([CH3:32])([CH3:31])[CH3:30])=[O:27])=[CH:38][CH:37]=1)([CH3:43])([CH3:42])[CH3:41]. (8) Given the reactants [CH:1]1([N:6]2[CH2:12][C:11]([F:14])([F:13])[C:10](=[O:15])[N:9]([CH3:16])[C:8]3[CH:17]=[N:18][C:19]([NH:21][C:22]4[C:30]([O:31][CH3:32])=[CH:29][C:25]([C:26]([OH:28])=O)=[C:24]([F:33])[CH:23]=4)=[N:20][C:7]2=3)[CH2:5][CH2:4][CH2:3][CH2:2]1.[CH3:34][N:35]1[CH2:40][CH2:39][N:38]([C:41]2[CH:47]=[CH:46][C:44]([NH2:45])=[CH:43][CH:42]=2)[CH2:37][CH2:36]1, predict the reaction product. The product is: [CH:1]1([N:6]2[CH2:12][C:11]([F:13])([F:14])[C:10](=[O:15])[N:9]([CH3:16])[C:8]3[CH:17]=[N:18][C:19]([NH:21][C:22]4[C:30]([O:31][CH3:32])=[CH:29][C:25]([C:26]([NH:45][C:44]5[CH:43]=[CH:42][C:41]([N:38]6[CH2:37][CH2:36][N:35]([CH3:34])[CH2:40][CH2:39]6)=[CH:47][CH:46]=5)=[O:28])=[C:24]([F:33])[CH:23]=4)=[N:20][C:7]2=3)[CH2:5][CH2:4][CH2:3][CH2:2]1. (9) Given the reactants [OH2:1].[NH2:2][NH2:3].Cl[C:5]1[N:6]=[C:7]2[CH:28]=[C:27]([Cl:29])[CH:26]=[N:25][C:8]2=[N:9][C:10]=1[N:11]1[CH2:16][C@@H:15]2[CH2:17][C@H:12]1[CH2:13][N:14]2[C:18]([O:20][C:21]([CH3:24])([CH3:23])[CH3:22])=O.[CH3:30]CO, predict the reaction product. The product is: [Cl:29][C:27]1[CH:26]=[N:25][C:8]2[N:9]=[C:10]([N:11]3[CH2:16][C@@H:15]4[CH2:17][C@H:12]3[CH2:13][N:14]4[C:18]([O:20][C:21]([CH3:22])([CH3:24])[CH3:23])=[O:1])[C:5]3[N:6]([CH:30]=[N:2][N:3]=3)[C:7]=2[CH:28]=1.